The task is: Binary Classification. Given a drug SMILES string, predict its activity (active/inactive) in a high-throughput screening assay against a specified biological target.. This data is from HIV replication inhibition screening data with 41,000+ compounds from the AIDS Antiviral Screen. The drug is N#CC(C#N)=Cc1ccc(Br)cc1. The result is 0 (inactive).